The task is: Predict the product of the given reaction.. This data is from Forward reaction prediction with 1.9M reactions from USPTO patents (1976-2016). (1) Given the reactants [N:1]1[CH:6]=[CH:5][CH:4]=[C:3]([C:7](=O)[CH3:8])[CH:2]=1.[CH3:10][O:11][C:12]1[N:17]=[C:16]([C:18]2[CH:31]=[CH:30][CH:29]=[C:28]3[C:19]=2[O:20][C:21]2[CH:22]=[CH:23][C:24]([NH2:32])=[CH:25][C:26]=2[CH2:27]3)[CH:15]=[C:14]([N:33]2[CH2:38][CH2:37][O:36][CH2:35][CH2:34]2)[CH:13]=1.[BH4-].[Na+].[Cl-].[Na+], predict the reaction product. The product is: [CH3:10][O:11][C:12]1[N:17]=[C:16]([C:18]2[CH:31]=[CH:30][CH:29]=[C:28]3[C:19]=2[O:20][C:21]2[CH:22]=[CH:23][C:24]([NH:32][CH:7]([C:3]4[CH:2]=[N:1][CH:6]=[CH:5][CH:4]=4)[CH3:8])=[CH:25][C:26]=2[CH2:27]3)[CH:15]=[C:14]([N:33]2[CH2:38][CH2:37][O:36][CH2:35][CH2:34]2)[CH:13]=1. (2) The product is: [N:5]([C:6]1[CH:11]=[C:10]([C:12]([O:14][CH3:15])=[O:13])[CH:9]=[C:8]([O:16][CH3:17])[C:7]=1[C:18]([O:20][CH3:21])=[O:19])=[C:1]=[S:2]. Given the reactants [C:1](Cl)(Cl)=[S:2].[NH2:5][C:6]1[CH:11]=[C:10]([C:12]([O:14][CH3:15])=[O:13])[CH:9]=[C:8]([O:16][CH3:17])[C:7]=1[C:18]([O:20][CH3:21])=[O:19], predict the reaction product. (3) Given the reactants [Cl:1][C:2]1[CH:11]=[CH:10][CH:9]=[C:8]2[C:3]=1[CH:4]=[CH:5][NH:6][C:7]2=[O:12].I(C1C=CC=C(C[C:22]([O-])=[O:23])C=1CC([O-])=O)=O.CS(O)(=O)=O, predict the reaction product. The product is: [Cl:1][C:2]1[CH:11]=[CH:10][CH:9]=[C:8]2[C:3]=1[C:4]([O:23][CH3:22])=[CH:5][NH:6][C:7]2=[O:12].